From a dataset of Full USPTO retrosynthesis dataset with 1.9M reactions from patents (1976-2016). Predict the reactants needed to synthesize the given product. (1) Given the product [NH2:1][C:2]1[N:3]=[CH:4][C:5]([B:28]([OH:29])[OH:32])=[CH:6][C:7]=1[C:8]1[S:9][C:10]2[CH:16]=[CH:15][C:14]([NH:17][C:18]([NH:20][C:21]3[CH:26]=[CH:25][CH:24]=[C:23]([CH3:27])[CH:22]=3)=[O:19])=[CH:13][C:11]=2[CH:12]=1, predict the reactants needed to synthesize it. The reactants are: [NH2:1][C:2]1[C:7]([C:8]2[S:9][C:10]3[CH:16]=[CH:15][C:14]([NH:17][C:18]([NH:20][C:21]4[CH:26]=[CH:25][CH:24]=[C:23]([CH3:27])[CH:22]=4)=[O:19])=[CH:13][C:11]=3[CH:12]=2)=[CH:6][C:5]([B:28]2[O:32]C(C)(C)C(C)(C)[O:29]2)=[CH:4][N:3]=1.Cl. (2) Given the product [Cl:17][C:10]1[CH:9]=[C:8]([C:18](=[O:20])[CH3:19])[C:7]([N:23]2[CH2:28][CH2:27][CH:26]([CH2:29][OH:30])[CH2:25][CH2:24]2)=[C:16]2[C:11]=1[CH:12]=[CH:13][CH:14]=[N:15]2, predict the reactants needed to synthesize it. The reactants are: FC(F)(F)S(O[C:7]1[C:8]([C:18](=[O:20])[CH3:19])=[CH:9][C:10]([Cl:17])=[C:11]2[C:16]=1[N:15]=[CH:14][CH:13]=[CH:12]2)(=O)=O.[NH:23]1[CH2:28][CH2:27][CH:26]([CH2:29][OH:30])[CH2:25][CH2:24]1.C(=O)([O-])[O-].[Cs+].[Cs+].